This data is from Forward reaction prediction with 1.9M reactions from USPTO patents (1976-2016). The task is: Predict the product of the given reaction. (1) Given the reactants [CH3:1][C:2]1[C:7]([CH3:8])=[C:6]([O:9][CH2:10][C:11]2[C:19]3[O:18][C:17]([CH2:20][CH2:21][O:22]C4CCCCO4)=[CH:16][C:15]=3[CH:14]=[C:13]([O:29][C:30]([F:33])([F:32])[F:31])[CH:12]=2)[CH:5]=[CH:4][C:3]=1[CH2:34][CH2:35][C:36]([O:38][CH2:39][CH3:40])=[O:37].C1(C)C=CC(S([O-])(=O)=O)=CC=1.[NH+]1C=CC=CC=1, predict the reaction product. The product is: [OH:22][CH2:21][CH2:20][C:17]1[O:18][C:19]2[C:11]([CH2:10][O:9][C:6]3[CH:5]=[CH:4][C:3]([CH2:34][CH2:35][C:36]([O:38][CH2:39][CH3:40])=[O:37])=[C:2]([CH3:1])[C:7]=3[CH3:8])=[CH:12][C:13]([O:29][C:30]([F:33])([F:31])[F:32])=[CH:14][C:15]=2[CH:16]=1. (2) Given the reactants [CH2:1]([NH:3][CH2:4][C:5]1[N:10]=[CH:9][C:8]([C:11]2[CH:16]=[CH:15][C:14]([C@H:17]3[O:21]C(C)(C)[N:19]([C:24](=[O:28])[CH:25]([F:27])[F:26])[C@@H:18]3[CH2:29][F:30])=[CH:13][CH:12]=2)=[CH:7][CH:6]=1)[CH3:2].FC(F)(F)C(O)=O, predict the reaction product. The product is: [CH2:1]([NH:3][CH2:4][C:5]1[N:10]=[CH:9][C:8]([C:11]2[CH:12]=[CH:13][C:14]([C@@H:17]([OH:21])[C@@H:18]([NH:19][C:24](=[O:28])[CH:25]([F:26])[F:27])[CH2:29][F:30])=[CH:15][CH:16]=2)=[CH:7][CH:6]=1)[CH3:2].